This data is from Catalyst prediction with 721,799 reactions and 888 catalyst types from USPTO. The task is: Predict which catalyst facilitates the given reaction. (1) Reactant: CC1C=NC=C(C=1)C(NC1CCNCC1)=O.ClC1C=CC(C=O)=CC=1OCC.[Cl:29][C:30]1[CH:54]=[CH:53][C:33]([CH2:34][N:35]2[CH2:40][CH2:39][CH:38]([NH:41][C:42]([C:44]3[CH:45]=CC=[C:48]4[C:52]=3[NH:51][CH:50]=[CH:49]4)=[O:43])[CH2:37][CH2:36]2)=[CH:32][C:31]=1[O:55][CH2:56][CH3:57].B.N1C=CC=CC=1. Product: [Cl:29][C:30]1[CH:54]=[CH:53][C:33]([CH2:34][N:35]2[CH2:40][CH2:39][CH:38]([NH:41][C:42](=[O:43])[C:44]3[CH:45]=[C:49]([CH3:48])[CH:50]=[N:51][CH:52]=3)[CH2:37][CH2:36]2)=[CH:32][C:31]=1[O:55][CH2:56][CH3:57]. The catalyst class is: 478. (2) Reactant: C([N:4]1[C:12]2[C:7](=[CH:8][CH:9]=[CH:10][CH:11]=2)[C:6]([CH3:14])([CH3:13])[C:5]1=[O:15])(=O)C.Cl.C(OC)(C)(C)C. Product: [CH3:13][C:6]1([CH3:14])[C:7]2[C:12](=[CH:11][CH:10]=[CH:9][CH:8]=2)[NH:4][C:5]1=[O:15]. The catalyst class is: 6. (3) Reactant: [C:1]([O:5][C:6]([NH:8][C:9]1[CH:14]=[CH:13][CH:12]=[CH:11][C:10]=1[NH2:15])=[O:7])([CH3:4])([CH3:3])[CH3:2].[C:16]([O:20][C:21]([N:23]1[CH2:28][CH2:27][CH:26]([C:29]2[CH:37]=[CH:36][C:32]([C:33](O)=[O:34])=[CH:31][CH:30]=2)[CH2:25][CH2:24]1)=[O:22])([CH3:19])([CH3:18])[CH3:17]. Product: [C:1]([O:5][C:6]([NH:8][C:9]1[CH:14]=[CH:13][CH:12]=[CH:11][C:10]=1[NH:15][C:33](=[O:34])[C:32]1[CH:36]=[CH:37][C:29]([CH:26]2[CH2:27][CH2:28][N:23]([C:21]([O:20][C:16]([CH3:18])([CH3:17])[CH3:19])=[O:22])[CH2:24][CH2:25]2)=[CH:30][CH:31]=1)=[O:7])([CH3:4])([CH3:2])[CH3:3]. The catalyst class is: 3. (4) Reactant: [OH:1][C:2]1[CH:3]=[C:4]([CH:10]=[CH:11][C:12]=1[OH:13])[C:5]([O:7][CH2:8][CH3:9])=[O:6].CO[C:16](OC)([CH3:18])[CH3:17].C1(C)C=CC(S(O)(=O)=O)=CC=1. Product: [CH3:17][C:16]1([CH3:18])[O:13][C:12]2[CH:11]=[CH:10][C:4]([C:5]([O:7][CH2:8][CH3:9])=[O:6])=[CH:3][C:2]=2[O:1]1. The catalyst class is: 11.